Dataset: Full USPTO retrosynthesis dataset with 1.9M reactions from patents (1976-2016). Task: Predict the reactants needed to synthesize the given product. (1) Given the product [C:1]([O:5][C:6]([C@@:8]12[CH2:23][CH2:24][CH2:36][C@:12]1([F:13])[C:11](=[O:14])[N:10]([C@@H:15]([C:17]1[CH:18]=[CH:19][CH:20]=[CH:21][CH:22]=1)[CH3:16])[CH2:9]2)=[O:7])([CH3:4])([CH3:2])[CH3:3], predict the reactants needed to synthesize it. The reactants are: [C:1]([O:5][C:6]([C@@:8]1([CH2:23][CH2:24]COS(C2C=CC=CC=2)(=O)=O)[CH:12]([F:13])[C:11](=[O:14])[N:10]([C@@H:15]([C:17]2[CH:22]=[CH:21][CH:20]=[CH:19][CH:18]=2)[CH3:16])[CH2:9]1)=[O:7])([CH3:4])([CH3:3])[CH3:2].[CH3:36][Si](C)(C)[N-][Si](C)(C)C.[K+].[Cl-].[NH4+]. (2) The reactants are: [C:1]1([C:7]2[N:12]=[C:11]([C:13]([OH:15])=[O:14])[CH:10]=[CH:9][C:8]=2[F:16])[CH2:6][CH2:5][CH2:4][CH2:3][CH:2]=1. Given the product [CH:1]1([C:7]2[N:12]=[C:11]([C:13]([OH:15])=[O:14])[CH:10]=[CH:9][C:8]=2[F:16])[CH2:2][CH2:3][CH2:4][CH2:5][CH2:6]1, predict the reactants needed to synthesize it.